From a dataset of Full USPTO retrosynthesis dataset with 1.9M reactions from patents (1976-2016). Predict the reactants needed to synthesize the given product. Given the product [CH2:1]([O:8][C:9]1[C:13]([C:14](=[O:23])[C:15]2[CH:20]=[CH:19][C:18]([O:21][CH3:22])=[CH:17][CH:16]=2)=[C:12]([O:34][C:28]2[CH:33]=[CH:32][CH:31]=[CH:30][CH:29]=2)[N:11]([CH:25]([CH3:27])[CH3:26])[N:10]=1)[C:2]1[CH:7]=[CH:6][CH:5]=[CH:4][CH:3]=1, predict the reactants needed to synthesize it. The reactants are: [CH2:1]([O:8][C:9]1[C:13]([C:14](=[O:23])[C:15]2[CH:20]=[CH:19][C:18]([O:21][CH3:22])=[CH:17][CH:16]=2)=[C:12](Br)[N:11]([CH:25]([CH3:27])[CH3:26])[N:10]=1)[C:2]1[CH:7]=[CH:6][CH:5]=[CH:4][CH:3]=1.[C:28]1([OH:34])[CH:33]=[CH:32][CH:31]=[CH:30][CH:29]=1.C(=O)([O-])[O-].[K+].[K+].C(O)(=O)CC(CC(O)=O)(C(O)=O)O.